From a dataset of Full USPTO retrosynthesis dataset with 1.9M reactions from patents (1976-2016). Predict the reactants needed to synthesize the given product. (1) Given the product [Cl:12][C:13]1[CH:14]=[C:15]2[C:19](=[CH:20][CH:21]=1)[NH:18][CH:17]=[C:16]2[CH2:22][CH2:23][NH:24][C:6]([C:5]1[O:1][CH:2]=[N:3][CH:4]=1)=[O:8], predict the reactants needed to synthesize it. The reactants are: [O:1]1[C:5]([C:6]([O:8]CC)=O)=[CH:4][N:3]=[CH:2]1.Cl.[Cl:12][C:13]1[CH:14]=[C:15]2[C:19](=[CH:20][CH:21]=1)[NH:18][CH:17]=[C:16]2[CH2:22][CH2:23][NH2:24].CN(C(ON1N=NC2C=CC=NC1=2)=[N+](C)C)C.F[P-](F)(F)(F)(F)F.C(N(CC)C(C)C)(C)C. (2) Given the product [NH2:1][C:2]1[N:7]=[C:6]([NH2:8])[C:5]([CH2:9][C:10]2[CH:11]=[C:12]([O:26][CH3:27])[C:13]([O:14][CH2:15][CH2:16][CH2:17][CH2:18][C:19]([NH:50][CH2:49][CH2:48][O:47][CH2:46][CH2:45][O:44][CH2:42][CH3:43])=[O:21])=[C:22]([O:24][CH3:25])[CH:23]=2)=[CH:4][N:3]=1, predict the reactants needed to synthesize it. The reactants are: [NH2:1][C:2]1[N:7]=[C:6]([NH2:8])[C:5]([CH2:9][C:10]2[CH:23]=[C:22]([O:24][CH3:25])[C:13]([O:14][CH2:15][CH2:16][CH2:17][CH2:18][C:19]([OH:21])=O)=[C:12]([O:26][CH3:27])[CH:11]=2)=[CH:4][N:3]=1.C(Cl)CCl.C1C=CC2N(O)N=NC=2C=1.[CH2:42]([O:44][CH2:45][CH2:46][O:47][CH2:48][CH2:49][NH2:50])[CH3:43].CCN(CC)CC. (3) Given the product [F:1][C@H:2]1[CH2:19][C@@:17]2([CH3:18])[C@@H:13]([CH2:14][CH2:15][CH:16]2[OH:20])[C@H:12]2[C@H:3]1[C:4]1[CH:5]=[CH:6][C:7]([OH:54])=[CH:8][C:9]=1[CH2:10][C@H:11]2[CH2:21][CH2:22][CH2:23][CH2:24][CH2:25][N:26]([CH2:28][CH:29]=[C:30]([F:53])[C:31]([F:51])([F:52])[C:32]([F:49])([F:50])[C:33]([F:47])([F:48])[C:34]([F:45])([F:46])[C:35]([F:43])([F:44])[C:36]([F:41])([F:42])[C:37]([F:38])([F:39])[F:40])[CH3:27], predict the reactants needed to synthesize it. The reactants are: [F:1][C@H:2]1[CH2:19][C@@:17]2([CH3:18])[C@@H:13]([CH2:14][CH2:15][C:16]2=[O:20])[C@H:12]2[C@H:3]1[C:4]1[CH:5]=[CH:6][C:7]([OH:54])=[CH:8][C:9]=1[CH2:10][C@H:11]2[CH2:21][CH2:22][CH2:23][CH2:24][CH2:25][N:26]([CH2:28][CH:29]=[C:30]([F:53])[C:31]([F:52])([F:51])[C:32]([F:50])([F:49])[C:33]([F:48])([F:47])[C:34]([F:46])([F:45])[C:35]([F:44])([F:43])[C:36]([F:42])([F:41])[C:37]([F:40])([F:39])[F:38])[CH3:27].[BH4-].[Na+]. (4) The reactants are: C(OC([N:8]1[CH2:13][CH2:12][CH:11]([CH2:14][CH2:15][C:16]([F:25])([F:24])[C:17]2[CH:22]=[CH:21][C:20]([F:23])=[CH:19][CH:18]=2)[CH2:10][CH2:9]1)=O)(C)(C)C.I[Si](C)(C)C.C(=O)(O)[O-].[Na+].[OH-].[Na+]. Given the product [F:25][C:16]([F:24])([C:17]1[CH:18]=[CH:19][C:20]([F:23])=[CH:21][CH:22]=1)[CH2:15][CH2:14][CH:11]1[CH2:10][CH2:9][NH:8][CH2:13][CH2:12]1, predict the reactants needed to synthesize it. (5) Given the product [CH3:47][O:40][C:39](=[O:41])[CH2:38][CH2:37][NH:36][C:30](=[O:32])[C:29]1[CH:33]=[CH:34][C:26]([C:4]([CH2:5][CH:6]=[CH2:7])([CH2:8][O:9][C:10]2[CH:11]=[CH:12][C:13]([C:16]3[CH:17]=[CH:18][C:19]([C:22]([F:23])([F:24])[F:25])=[CH:20][CH:21]=3)=[CH:14][CH:15]=2)[CH2:1][CH:2]=[CH2:3])=[CH:27][CH:28]=1, predict the reactants needed to synthesize it. The reactants are: [CH2:1]([C:4]([C:26]1[CH:34]=[CH:33][C:29]([C:30]([OH:32])=O)=[CH:28][CH:27]=1)([CH2:8][O:9][C:10]1[CH:15]=[CH:14][C:13]([C:16]2[CH:21]=[CH:20][C:19]([C:22]([F:25])([F:24])[F:23])=[CH:18][CH:17]=2)=[CH:12][CH:11]=1)[CH2:5][CH:6]=[CH2:7])[CH:2]=[CH2:3].Cl.[NH2:36][CH2:37][CH2:38][C:39]([OH:41])=[O:40].O.ON1C2C=CC=C[C:47]=2N=N1.C(N(CC)C(C)C)(C)C.Cl.CN(C)CCCN=C=NCC. (6) Given the product [C:15]1([C:2]2[CH:11]=[CH:10][C:9]3[C:4](=[CH:5][CH:6]=[C:7]([O:12][CH2:13][CH3:14])[CH:8]=3)[CH:3]=2)[CH:20]=[CH:19][CH:18]=[CH:17][CH:16]=1, predict the reactants needed to synthesize it. The reactants are: Br[C:2]1[CH:11]=[CH:10][C:9]2[C:4](=[CH:5][CH:6]=[C:7]([O:12][CH2:13][CH3:14])[CH:8]=2)[CH:3]=1.[C:15]1(B(O)O)[CH:20]=[CH:19][CH:18]=[CH:17][CH:16]=1.C(=O)([O-])[O-].[K+].[K+].O.